From a dataset of Forward reaction prediction with 1.9M reactions from USPTO patents (1976-2016). Predict the product of the given reaction. Given the reactants [Br:1][C:2]1[CH:11]=[CH:10][C:9]2[N:8]([C:12]([CH:14]3[CH2:16][CH2:15]3)=[O:13])[C@@H:7]([CH3:17])[CH2:6][CH2:5][C:4]=2[C:3]=1[OH:18].Br[CH:20]1[CH2:23][CH2:22][CH2:21]1.C(=O)([O-])[O-].[Cs+].[Cs+], predict the reaction product. The product is: [Br:1][C:2]1[C:3]([O:18][CH:20]2[CH2:23][CH2:22][CH2:21]2)=[C:4]2[C:9](=[CH:10][CH:11]=1)[N:8]([C:12]([CH:14]1[CH2:16][CH2:15]1)=[O:13])[C@@H:7]([CH3:17])[CH2:6][CH2:5]2.